The task is: Regression. Given two drug SMILES strings and cell line genomic features, predict the synergy score measuring deviation from expected non-interaction effect.. This data is from NCI-60 drug combinations with 297,098 pairs across 59 cell lines. Drug 1: COC1=NC(=NC2=C1N=CN2C3C(C(C(O3)CO)O)O)N. Drug 2: CCCCC(=O)OCC(=O)C1(CC(C2=C(C1)C(=C3C(=C2O)C(=O)C4=C(C3=O)C=CC=C4OC)O)OC5CC(C(C(O5)C)O)NC(=O)C(F)(F)F)O. Cell line: NCIH23. Synergy scores: CSS=75.3, Synergy_ZIP=4.96, Synergy_Bliss=4.57, Synergy_Loewe=1.27, Synergy_HSA=7.03.